Task: Regression. Given two drug SMILES strings and cell line genomic features, predict the synergy score measuring deviation from expected non-interaction effect.. Dataset: NCI-60 drug combinations with 297,098 pairs across 59 cell lines (1) Drug 1: CCC1=C2CN3C(=CC4=C(C3=O)COC(=O)C4(CC)O)C2=NC5=C1C=C(C=C5)O. Drug 2: CC1CCCC2(C(O2)CC(NC(=O)CC(C(C(=O)C(C1O)C)(C)C)O)C(=CC3=CSC(=N3)C)C)C. Cell line: DU-145. Synergy scores: CSS=75.1, Synergy_ZIP=2.52, Synergy_Bliss=1.54, Synergy_Loewe=1.01, Synergy_HSA=1.90. (2) Drug 1: CCC1=CC2CC(C3=C(CN(C2)C1)C4=CC=CC=C4N3)(C5=C(C=C6C(=C5)C78CCN9C7C(C=CC9)(C(C(C8N6C)(C(=O)OC)O)OC(=O)C)CC)OC)C(=O)OC.C(C(C(=O)O)O)(C(=O)O)O. Drug 2: COC1=C2C(=CC3=C1OC=C3)C=CC(=O)O2. Cell line: SK-OV-3. Synergy scores: CSS=45.8, Synergy_ZIP=0.400, Synergy_Bliss=0.642, Synergy_Loewe=-38.3, Synergy_HSA=0.0158.